From a dataset of Catalyst prediction with 721,799 reactions and 888 catalyst types from USPTO. Predict which catalyst facilitates the given reaction. (1) Reactant: [Cl:1][C:2]1[CH:3]=[C:4]([CH:9]([N:11]2[CH2:16][CH2:15][O:14][C@@H:13]([CH2:17][NH:18]C(=O)OC(C)(C)C)[CH2:12]2)[CH3:10])[CH:5]=[CH:6][C:7]=1[Cl:8].[ClH:26].CO. Product: [ClH:1].[ClH:26].[Cl:1][C:2]1[CH:3]=[C:4]([CH:9]([N:11]2[CH2:16][CH2:15][O:14][C@@H:13]([CH2:17][NH2:18])[CH2:12]2)[CH3:10])[CH:5]=[CH:6][C:7]=1[Cl:8]. The catalyst class is: 12. (2) Reactant: [Cl:1][C:2]1[CH:7]=[CH:6][C:5]([C:8]2[CH:13]=[N:12][N:11]3[C:14](=[O:17])[NH:15][N:16]=[C:10]3[C:9]=2[C:18]2[CH:23]=[CH:22][N:21]=[CH:20][CH:19]=2)=[CH:4][CH:3]=1.C([O-])([O-])=O.[K+].[K+].Cl[CH2:31][C:32]1[CH:33]=[CH:34][C:35]([C:38]([F:41])([F:40])[F:39])=[N:36][CH:37]=1. Product: [Cl:1][C:2]1[CH:7]=[CH:6][C:5]([C:8]2[CH:13]=[N:12][N:11]3[C:14](=[O:17])[N:15]([CH2:31][C:32]4[CH:37]=[N:36][C:35]([C:38]([F:41])([F:39])[F:40])=[CH:34][CH:33]=4)[N:16]=[C:10]3[C:9]=2[C:18]2[CH:23]=[CH:22][N:21]=[CH:20][CH:19]=2)=[CH:4][CH:3]=1. The catalyst class is: 3. (3) The catalyst class is: 117. Product: [C:28]([C:25]1[N:26]=[CH:27][C:22]([C:13]2[CH:14]=[C:15]([C:16]3[CH:21]=[CH:20][CH:19]=[CH:18][N:17]=3)[C:9]3[S:8][C:7]([NH:6][C:4]([NH:3][CH2:1][CH3:2])=[O:5])=[N:11][C:10]=3[CH:12]=2)=[N:34][CH:33]=1)(=[O:31])[CH3:29]. Reactant: [CH2:1]([NH:3][C:4]([NH:6][C:7]1[S:8][C:9]2[C:15]([C:16]3[CH:21]=[CH:20][CH:19]=[CH:18][N:17]=3)=[CH:14][C:13]([C:22]3C=N[C:25]([C:28]([OH:31])(C)[CH3:29])=[N:26][CH:27]=3)=[CH:12][C:10]=2[N:11]=1)=[O:5])[CH3:2].Cl[C:33]1[N:34]=CC(C(=O)C)=NC=1.C([O-])([O-])=O.[Cs+].[Cs+].